Dataset: Forward reaction prediction with 1.9M reactions from USPTO patents (1976-2016). Task: Predict the product of the given reaction. (1) Given the reactants [C:1]([N:5]1[CH2:14][CH2:13][C:12]2[C:7](=[CH:8][C:9]([NH:15]C(=O)OC(C)(C)C)=[CH:10][CH:11]=2)[CH2:6]1)([CH3:4])([CH3:3])[CH3:2], predict the reaction product. The product is: [C:1]([N:5]1[CH2:14][CH2:13][C:12]2[C:7](=[CH:8][C:9]([NH2:15])=[CH:10][CH:11]=2)[CH2:6]1)([CH3:4])([CH3:2])[CH3:3]. (2) Given the reactants S(Cl)([Cl:3])=O.[NH2:5][CH2:6][CH:7]([F:11])[C:8]([OH:10])=[O:9].[CH3:12]O, predict the reaction product. The product is: [ClH:3].[CH3:12][O:9][C:8](=[O:10])[CH:7]([F:11])[CH2:6][NH2:5]. (3) The product is: [CH3:24][O:23][C:20]1[CH:21]=[C:22]2[C:17]([N:16]=[CH:15][C:14](=[O:25])[N:13]2[CH2:12][CH2:11][N:8]2[CH2:9][CH2:10][C:5](=[O:4])[CH2:6][CH:7]2[C:26]([O:28][CH3:29])=[O:27])=[CH:18][CH:19]=1. Given the reactants ClCCl.[OH:4][CH:5]1[CH2:10][CH2:9][N:8]([CH2:11][CH2:12][N:13]2[C:22]3[C:17](=[CH:18][CH:19]=[C:20]([O:23][CH3:24])[CH:21]=3)[N:16]=[CH:15][C:14]2=[O:25])[CH:7]([C:26]([O:28][CH3:29])=[O:27])[CH2:6]1.[Cr](Cl)([O-])(=O)=O.[NH+]1C=CC=CC=1.[Cl-].[Na+], predict the reaction product. (4) Given the reactants Cl.[CH3:2][C:3]([NH2:12])([CH3:11])[CH2:4][C:5]1[CH:10]=[CH:9][CH:8]=[CH:7][CH:6]=1.[N+:13]([O-])([OH:15])=[O:14], predict the reaction product. The product is: [CH3:11][C:3]([NH2:12])([CH3:2])[CH2:4][C:5]1[CH:10]=[CH:9][C:8]([N+:13]([O-:15])=[O:14])=[CH:7][CH:6]=1. (5) Given the reactants ClCCl.C(Cl)CCl.[CH3:8][S:9]([NH2:12])(=[O:11])=[O:10].[CH3:13][C:14]1[CH:15]=[C:16]([C:31]2[CH:32]=[CH:33][C:34]([C:37](O)=[O:38])=[N:35][CH:36]=2)[CH:17]=[C:18]([NH:20][C:21]2[N:26]=[C:25]([C:27]([F:30])([F:29])[F:28])[CH:24]=[CH:23][N:22]=2)[CH:19]=1.CN([CH:43]=[O:44])C, predict the reaction product. The product is: [CH3:8][S:9]([NH:12][C:37]([C:34]1[CH:33]=[CH:32][C:31]([C:16]2[CH:17]=[C:18]([NH:20][C:21]3[N:26]=[C:25]([C:27]([F:30])([F:28])[F:29])[CH:24]=[CH:23][N:22]=3)[CH:19]=[C:14]([CH3:13])[CH:15]=2)=[CH:36][N:35]=1)=[O:38])(=[O:11])=[O:10].[C:43]([OH:44])([C:27]([F:30])([F:29])[F:28])=[O:10].